This data is from Reaction yield outcomes from USPTO patents with 853,638 reactions. The task is: Predict the reaction yield, written as a fraction of the theoretical maximum amount of product (1.0 means a 100% yield; for example, 0.34 means a 34% yield). (1) The reactants are FC(F)(F)S(O[C:7]1[C:15]2[CH2:14][CH2:13][N:12]([C:16]([O:18][C:19]([CH3:22])([CH3:21])[CH3:20])=[O:17])[CH2:11][C:10]=2[N:9]([CH2:23][O:24][CH2:25][CH2:26][Si:27]([CH3:30])([CH3:29])[CH3:28])[N:8]=1)(=O)=O.[C:33]1(B(O)O)[CH:38]=[CH:37][CH:36]=[CH:35][CH:34]=1.P([O-])([O-])([O-])=O.[K+].[K+].[K+]. The catalyst is O1CCOCC1.C1(P(C2C=CC=CC=2)[C-]2C=CC=C2)C=CC=CC=1.[C-]1(P(C2C=CC=CC=2)C2C=CC=CC=2)C=CC=C1.[Fe+2].Cl[Pd]Cl.C1(P(C2C=CC=CC=2)[C-]2C=CC=C2)C=CC=CC=1.[C-]1(P(C2C=CC=CC=2)C2C=CC=CC=2)C=CC=C1.[Fe+2]. The product is [C:33]1([C:7]2[C:15]3[CH2:14][CH2:13][N:12]([C:16]([O:18][C:19]([CH3:22])([CH3:21])[CH3:20])=[O:17])[CH2:11][C:10]=3[N:9]([CH2:23][O:24][CH2:25][CH2:26][Si:27]([CH3:30])([CH3:28])[CH3:29])[N:8]=2)[CH:38]=[CH:37][CH:36]=[CH:35][CH:34]=1. The yield is 0.790. (2) The reactants are Cl[CH2:2][CH2:3][N:4]([CH2:8][C:9]1[CH:14]=[CH:13][CH:12]=[CH:11][CH:10]=1)[CH2:5][CH2:6]Cl.[N:15]1[CH:20]=[CH:19][CH:18]=[CH:17][C:16]=1[CH2:21][C:22]#[N:23].[OH-].[Na+].O. The catalyst is S([O-])(O)(=O)=O.C([N+](CCCC)(CCCC)CCCC)CCC.C1(C)C=CC=CC=1. The product is [CH2:8]([N:4]1[CH2:5][CH2:6][C:21]([C:22]#[N:23])([C:16]2[CH:17]=[CH:18][CH:19]=[CH:20][N:15]=2)[CH2:2][CH2:3]1)[C:9]1[CH:14]=[CH:13][CH:12]=[CH:11][CH:10]=1. The yield is 0.870. (3) The reactants are [CH3:1][O:2][C:3]1[CH:11]=[C:10]2[C:6]([CH2:7][CH2:8][C:9]2=O)=[CH:5][CH:4]=1.[CH3:13][CH2:14][OH:15].[H-].[Na+].C1C[O:21][CH2:20][CH2:19]1. The catalyst is C(OCC)C. The product is [CH2:14]([O:15][C:20](=[O:21])[CH:19]=[C:9]1[C:10]2[C:6](=[CH:5][CH:4]=[C:3]([O:2][CH3:1])[CH:11]=2)[CH2:7][CH2:8]1)[CH3:13]. The yield is 0.470. (4) The reactants are [CH2:1]([N:3]([CH2:29][CH3:30])[CH2:4][CH2:5][N:6]1[CH2:11][CH2:10][C:9]2[NH:12][C:13]([CH:16]=[C:17]3[C:25]4[C:20](=[CH:21][CH:22]=[C:23]([F:26])[CH:24]=4)[NH:19][C:18]3=[O:27])=[C:14]([CH3:15])[C:8]=2[C:7]1=[O:28])[CH3:2].[OH:31][CH:32]([CH2:36][C:37]([OH:39])=[O:38])[C:33]([OH:35])=[O:34]. The catalyst is CO. The product is [C:33]([OH:35])(=[O:34])[CH:32]([CH2:36][C:37]([OH:39])=[O:38])[OH:31].[CH2:29]([N:3]([CH2:1][CH3:2])[CH2:4][CH2:5][N:6]1[CH2:11][CH2:10][C:9]2[NH:12][C:13]([CH:16]=[C:17]3[C:25]4[C:20](=[CH:21][CH:22]=[C:23]([F:26])[CH:24]=4)[NH:19][C:18]3=[O:27])=[C:14]([CH3:15])[C:8]=2[C:7]1=[O:28])[CH3:30]. The yield is 0.950. (5) The reactants are CO[C:3](=[O:26])[C:4]1[CH:9]=[CH:8][C:7]([O:10][CH2:11][C:12]2[C:13]([C:18]3[CH:23]=[CH:22][C:21]([F:24])=[C:20]([F:25])[CH:19]=3)=[N:14][O:15][C:16]=2[CH3:17])=[N:6][CH:5]=1.[CH:27]([NH2:30])([CH3:29])[CH3:28]. No catalyst specified. The product is [F:25][C:20]1[CH:19]=[C:18]([C:13]2[C:12]([CH2:11][O:10][C:7]3[CH:8]=[CH:9][C:4]([C:3]([NH:30][CH:27]([CH3:29])[CH3:28])=[O:26])=[CH:5][N:6]=3)=[C:16]([CH3:17])[O:15][N:14]=2)[CH:23]=[CH:22][C:21]=1[F:24]. The yield is 0.740. (6) The reactants are Cl.[Cl:2][C:3]1[CH:4]=[CH:5][C:6]([O:14][CH3:15])=[C:7]([CH:13]=1)[C:8](=[NH:12])[O:9][CH2:10][CH3:11].O.OP([O-])(O)=O.[Na+].O.O.O.O.O.O.O.OP([O-])([O-])=O.[Na+].[Na+].[N:37]#[C:38]N. The catalyst is CC#N.O. The product is [Cl:2][C:3]1[CH:4]=[CH:5][C:6]([O:14][CH3:15])=[C:7]([CH:13]=1)[C:8](=[N:12][C:38]#[N:37])[O:9][CH2:10][CH3:11]. The yield is 0.900.